From a dataset of Reaction yield outcomes from USPTO patents with 853,638 reactions. Predict the reaction yield, written as a fraction of the theoretical maximum amount of product (1.0 means a 100% yield; for example, 0.34 means a 34% yield). (1) The reactants are [CH2:1]([NH2:9])[CH2:2][CH2:3][CH2:4][CH2:5][CH2:6][CH2:7][CH3:8].[C:10]([OH:14])(=[O:13])[CH:11]=[CH2:12]. No catalyst specified. The product is [CH2:1]([N:9]([CH2:12][CH2:11][C:10]([OH:14])=[O:13])[CH2:12][CH2:11][C:10]([OH:14])=[O:13])[CH2:2][CH2:3][CH2:4][CH2:5][CH2:6][CH2:7][CH3:8]. The yield is 0.750. (2) The reactants are [CH3:1][N:2]1[CH:10]=[C:9]2[C:4]([CH:5]=[C:6](B3OC(C)(C)C(C)(C)O3)[CH:7]=[C:8]2[O:11][C@@H:12]([C@H:14]2[CH2:18][NH:17][C:16](=[O:19])[CH2:15]2)[CH3:13])=[N:3]1.Br[C:30]1[CH:31]=[N:32][N:33]([CH2:35][CH2:36][C:37]([F:40])([F:39])[F:38])[CH:34]=1.C(=O)([O-])[O-].[Na+].[Na+]. The catalyst is C(O)C.O. The product is [CH3:1][N:2]1[CH:10]=[C:9]2[C:4]([CH:5]=[C:6]([C:30]3[CH:31]=[N:32][N:33]([CH2:35][CH2:36][C:37]([F:39])([F:40])[F:38])[CH:34]=3)[CH:7]=[C:8]2[O:11][C@@H:12]([C@H:14]2[CH2:18][NH:17][C:16](=[O:19])[CH2:15]2)[CH3:13])=[N:3]1. The yield is 0.250. (3) The reactants are [F:1][CH:2]([F:42])[C:3]1[N:7]([C:8]2[N:13]=[C:12]([N:14]3[CH2:19][CH2:18][O:17][CH2:16][CH2:15]3)[N:11]=[C:10]([N:20]([CH2:27][CH2:28][CH2:29][N:30]3[CH2:35][CH2:34][O:33][CH2:32][CH2:31]3)[CH:21]3[CH2:26][CH2:25][NH:24][CH2:23][CH2:22]3)[N:9]=2)[C:6]2[CH:36]=[CH:37][CH:38]=[C:39]([O:40][CH3:41])[C:5]=2[N:4]=1.[CH3:43][S:44](Cl)(=[O:46])=[O:45]. The catalyst is C(Cl)Cl. The product is [F:42][CH:2]([F:1])[C:3]1[N:7]([C:8]2[N:13]=[C:12]([N:14]3[CH2:15][CH2:16][O:17][CH2:18][CH2:19]3)[N:11]=[C:10]([N:20]([CH:21]3[CH2:22][CH2:23][N:24]([S:44]([CH3:43])(=[O:46])=[O:45])[CH2:25][CH2:26]3)[CH2:27][CH2:28][CH2:29][N:30]3[CH2:31][CH2:32][O:33][CH2:34][CH2:35]3)[N:9]=2)[C:6]2[CH:36]=[CH:37][CH:38]=[C:39]([O:40][CH3:41])[C:5]=2[N:4]=1. The yield is 0.900. (4) The reactants are C([O:8][C:9](=[O:17])[NH:10][CH2:11][CH2:12][C:13](O)([CH3:15])[CH3:14])C1C=CC=CC=1.[H-].[Na+].C([O-])(O)=O.[Na+]. The catalyst is C1COCC1. The product is [CH3:15][C:13]1([CH3:14])[O:17][C:9](=[O:8])[NH:10][CH2:11][CH2:12]1. The yield is 0.510. (5) The reactants are [CH2:1]([C:3]1[CH:8]=[CH:7][C:6](Br)=[CH:5][N:4]=1)[CH3:2].[CH2:10](C([Sn])=C(CCCC)CCCC)[CH2:11]CC. The catalyst is CN(C=O)C.C1COCC1.O.C1C=CC([P]([Pd]([P](C2C=CC=CC=2)(C2C=CC=CC=2)C2C=CC=CC=2)([P](C2C=CC=CC=2)(C2C=CC=CC=2)C2C=CC=CC=2)[P](C2C=CC=CC=2)(C2C=CC=CC=2)C2C=CC=CC=2)(C2C=CC=CC=2)C2C=CC=CC=2)=CC=1. The product is [CH2:1]([C:3]1[CH:8]=[CH:7][C:6]([CH:10]=[CH2:11])=[CH:5][N:4]=1)[CH3:2]. The yield is 0.930. (6) The reactants are [F:1][C:2]1[CH:10]=[C:9]2[C:5]([CH:6]=[C:7]([C:11]([CH3:19])([CH3:18])[CH2:12][C:13](OCC)=[O:14])[NH:8]2)=[CH:4][C:3]=1[N+:20]([O-:22])=[O:21].CC(C[AlH]CC(C)C)C. The catalyst is C(Cl)Cl. The product is [F:1][C:2]1[CH:10]=[C:9]2[C:5]([CH:6]=[C:7]([C:11]([CH3:19])([CH3:18])[CH2:12][CH2:13][OH:14])[NH:8]2)=[CH:4][C:3]=1[N+:20]([O-:22])=[O:21]. The yield is 0.220.